Dataset: Reaction yield outcomes from USPTO patents with 853,638 reactions. Task: Predict the reaction yield, written as a fraction of the theoretical maximum amount of product (1.0 means a 100% yield; for example, 0.34 means a 34% yield). (1) The reactants are Cl.[CH3:2][O:3][C:4]([C@H:6]1[CH2:10][C@@H:9]([NH2:11])[CH:8]=[CH:7]1)=[O:5].[C:12](O[C:12]([O:14][C:15]([CH3:18])([CH3:17])[CH3:16])=[O:13])([O:14][C:15]([CH3:18])([CH3:17])[CH3:16])=[O:13].C(N(CC)CC)C. The catalyst is C(Cl)Cl. The product is [C:15]([O:14][C:12]([NH:11][C@@H:9]1[CH2:10][C@H:6]([C:4]([O:3][CH3:2])=[O:5])[CH:7]=[CH:8]1)=[O:13])([CH3:18])([CH3:17])[CH3:16]. The yield is 0.860. (2) The reactants are [C:1]([C:3]1[CH:8]=[CH:7][C:6]([NH:9][CH:10](SC)[NH:11][C:12]#[N:13])=[CH:5][C:4]=1[S:16]([C:19]([F:22])([F:21])[F:20])(=[O:18])=[O:17])#[N:2].[NH2:23][NH2:24]. The catalyst is C(O)C. The product is [NH2:13][C:12]1[NH:24][N:23]=[C:10]([NH:9][C:6]2[CH:7]=[CH:8][C:3]([C:1]#[N:2])=[C:4]([S:16]([C:19]([F:22])([F:21])[F:20])(=[O:18])=[O:17])[CH:5]=2)[N:11]=1. The yield is 0.810. (3) The reactants are Cl.[N:2]1[CH:7]=[CH:6][C:5]([CH2:8][C:9]([OH:11])=O)=[CH:4][CH:3]=1.C(N(CC)CC)C.C(N1C=CN=C1)(N1C=CN=C1)=O.[CH3:31][C:32]1(C)[O:37]C(=O)[CH2:35][C:34](=O)[O:33]1.N1C=CC=CC=1. The yield is 0.150. The product is [CH2:34]([O:33][C:32](=[O:37])[CH2:31][C:9](=[O:11])[CH2:8][C:5]1[CH:4]=[CH:3][N:2]=[CH:7][CH:6]=1)[CH3:35]. The catalyst is C(Cl)Cl. (4) The reactants are [F:1][C:2]([F:17])([F:16])[C:3]1[CH:8]=[CH:7][C:6](/[CH:9]=[CH:10]/[C:11](OCC)=[O:12])=[CH:5][CH:4]=1.[H-].C([Al+]CC(C)C)C(C)C. The catalyst is CCOCC.CCCCCC. The product is [F:1][C:2]([F:16])([F:17])[C:3]1[CH:4]=[CH:5][C:6](/[CH:9]=[CH:10]/[CH2:11][OH:12])=[CH:7][CH:8]=1. The yield is 0.740. (5) The reactants are [N+:1]([C:4]1[CH:8]=[CH:7][NH:6][N:5]=1)([O-:3])=[O:2].C([O-])(=O)C.[Na+].C(O)(=O)C.[Br:18]Br. The catalyst is O. The product is [Br:18][C:8]1[C:4]([N+:1]([O-:3])=[O:2])=[N:5][NH:6][CH:7]=1. The yield is 0.710. (6) The reactants are [CH:1]1([C:4]2[N:5]=[C:6]3[C:12]([C:13]([NH:15][C@@H:16]([CH3:20])[C:17](O)=[O:18])=[O:14])=[CH:11][N:10]([CH2:21][O:22][CH2:23][CH2:24][Si:25]([CH3:28])([CH3:27])[CH3:26])[C:7]3=[N:8][CH:9]=2)[CH2:3][CH2:2]1.[CH2:29]([N:31](CC)[CH2:32]C)C.Cl.CNC.C1CN([P+](ON2N=NC3C=CC=CC2=3)(N2CCCC2)N2CCCC2)CC1.F[P-](F)(F)(F)(F)F. The catalyst is CN(C=O)C.CCOC(C)=O. The product is [CH:1]1([C:4]2[N:5]=[C:6]3[C:12]([C:13]([NH:15][C@@H:16]([CH3:20])[C:17]([N:31]([CH3:32])[CH3:29])=[O:18])=[O:14])=[CH:11][N:10]([CH2:21][O:22][CH2:23][CH2:24][Si:25]([CH3:26])([CH3:27])[CH3:28])[C:7]3=[N:8][CH:9]=2)[CH2:2][CH2:3]1. The yield is 0.700.